From a dataset of Forward reaction prediction with 1.9M reactions from USPTO patents (1976-2016). Predict the product of the given reaction. (1) Given the reactants [Si]([O:8][CH2:9][C:10]1[CH:15]=[CH:14][C:13]([C:16]2[CH:21]=[CH:20][C:19]([C:22](OC)=[O:23])=[CH:18][CH:17]=2)=[C:12]([O:26][CH3:27])[CH:11]=1)(C(C)(C)C)(C)C.[Li+].[OH-].[N+:30]([C:33]1[CH:34]=[C:35]([S:49]([NH2:52])(=[O:51])=[O:50])[CH:36]=[CH:37][C:38]=1[NH:39][CH2:40][CH2:41][S:42][C:43]1[CH:48]=[CH:47][CH:46]=[CH:45][CH:44]=1)([O-:32])=[O:31].CCN=C=NCCCN(C)C, predict the reaction product. The product is: [OH:8][CH2:9][C:10]1[CH:15]=[CH:14][C:13]([C:16]2[CH:21]=[CH:20][C:19]([C:22]([C:34]3[C:33]([N+:30]([O-:32])=[O:31])=[C:38]([NH:39][CH2:40][CH2:41][S:42][C:43]4[CH:48]=[CH:47][CH:46]=[CH:45][CH:44]=4)[CH:37]=[CH:36][C:35]=3[S:49]([NH2:52])(=[O:50])=[O:51])=[O:23])=[CH:18][CH:17]=2)=[C:12]([O:26][CH3:27])[CH:11]=1. (2) Given the reactants C(=O)([O-])[O-].[K+].[K+].Br.BrC[CH2:10][C:11]1[CH:16]=[CH:15][CH:14]=[CH:13][N:12]=1.[NH2:17][C:18]1[CH:23]=[CH:22][C:21]([O:24][CH3:25])=[CH:20][C:19]=1[C:26]([C:28]1[CH:33]=[CH:32][C:31]([CH:34]([CH3:36])[CH3:35])=[CH:30][CH:29]=1)=[O:27], predict the reaction product. The product is: [CH:34]([C:31]1[CH:30]=[CH:29][C:28]([C:26]([C:19]2[CH:20]=[C:21]([O:24][CH3:25])[CH:22]=[CH:23][C:18]=2[NH:17][CH2:10][C:11]2[CH:16]=[CH:15][CH:14]=[CH:13][N:12]=2)=[O:27])=[CH:33][CH:32]=1)([CH3:36])[CH3:35]. (3) Given the reactants [F:1][C:2]1[CH:7]=[CH:6][C:5]([C:8]2[S:12][C:11]([CH3:13])=[N:10][C:9]=2[C:14](Cl)=[O:15])=[CH:4][CH:3]=1.[Cl:17][C:18]1[CH:19]=[C:20]([Cl:35])[C:21]2[O:25][C:24]([CH2:26][CH:27]3[NH:32][CH2:31][CH2:30][N:29]([CH3:33])[CH2:28]3)=[CH:23][C:22]=2[CH:34]=1, predict the reaction product. The product is: [Cl:17][C:18]1[CH:19]=[C:20]([Cl:35])[C:21]2[O:25][C:24]([CH2:26][CH:27]3[CH2:28][N:29]([CH3:33])[CH2:30][CH2:31][N:32]3[C:14]([C:9]3[N:10]=[C:11]([CH3:13])[S:12][C:8]=3[C:5]3[CH:6]=[CH:7][C:2]([F:1])=[CH:3][CH:4]=3)=[O:15])=[CH:23][C:22]=2[CH:34]=1. (4) Given the reactants C(NC(=O)CCN1CCC(NC[C@H](O)C2C=CC(O)=C3C=2C=CC(=O)N3)CC1)C1C=CC=CC=1.[Si:35]([O:42][C@H:43]([C:57]1[CH:66]=[CH:65][C:64]([OH:67])=[C:63]2[C:58]=1[CH:59]=[CH:60][C:61](=[O:68])[NH:62]2)[CH2:44][NH:45][CH:46]1[CH2:51][CH2:50][N:49]([CH2:52][CH2:53][C:54]([OH:56])=O)[CH2:48][CH2:47]1)([C:38]([CH3:41])([CH3:40])[CH3:39])([CH3:37])[CH3:36].[NH2:69][CH2:70][C:71]1[CH:78]=[CH:77][C:74]([C:75]#[N:76])=[CH:73][CH:72]=1.CN(C(ON1N=NC2C=CC=NC1=2)=[N+](C)C)C.F[P-](F)(F)(F)(F)F, predict the reaction product. The product is: [Si:35]([O:42][C@H:43]([C:57]1[CH:66]=[CH:65][C:64]([OH:67])=[C:63]2[C:58]=1[CH:59]=[CH:60][C:61](=[O:68])[NH:62]2)[CH2:44][NH:45][CH:46]1[CH2:47][CH2:48][N:49]([CH2:52][CH2:53][C:54]([NH:76][CH2:75][C:74]2[CH:77]=[CH:78][C:71]([C:70]#[N:69])=[CH:72][CH:73]=2)=[O:56])[CH2:50][CH2:51]1)([C:38]([CH3:39])([CH3:40])[CH3:41])([CH3:37])[CH3:36]. (5) Given the reactants [CH2:1]([O:3][C:4]([C:6]1[C:7]([OH:31])=[C:8]2[C:16](Br)=[C:15]([C:18]3[CH:23]=[CH:22][C:21]([F:24])=[CH:20][CH:19]=3)[N:14]([C:25]3[CH:30]=[CH:29][CH:28]=[CH:27][CH:26]=3)[C:9]2=[C:10]([C:12]#[N:13])[N:11]=1)=[O:5])[CH3:2].C([O-])=O.[NH4+], predict the reaction product. The product is: [CH2:1]([O:3][C:4]([C:6]1[C:7]([OH:31])=[C:8]2[CH:16]=[C:15]([C:18]3[CH:23]=[CH:22][C:21]([F:24])=[CH:20][CH:19]=3)[N:14]([C:25]3[CH:26]=[CH:27][CH:28]=[CH:29][CH:30]=3)[C:9]2=[C:10]([C:12]#[N:13])[N:11]=1)=[O:5])[CH3:2]. (6) Given the reactants [C:1]([C:3]1[CH:4]=[C:5]([C:13]2[S:14][C:15]([C:18]3[CH:27]=[CH:26][CH:25]=[C:24]4[C:19]=3[CH2:20][CH2:21][CH2:22][C@H:23]4[NH:28]C(=O)OC(C)(C)C)=[CH:16][N:17]=2)[CH:6]=[CH:7][C:8]=1[O:9][CH:10]([CH3:12])[CH3:11])#[N:2].[ClH:36], predict the reaction product. The product is: [ClH:36].[NH2:28][C@@H:23]1[CH2:22][CH2:21][CH2:20][C:19]2[C:18]([C:15]3[S:14][C:13]([C:5]4[CH:6]=[CH:7][C:8]([O:9][CH:10]([CH3:12])[CH3:11])=[C:3]([CH:4]=4)[C:1]#[N:2])=[N:17][CH:16]=3)=[CH:27][CH:26]=[CH:25][C:24]1=2. (7) The product is: [CH2:11]([N:13]1[C:1](=[O:10])[C:2]2[C:3](=[CH:5][CH:6]=[CH:7][CH:8]=2)[N:4]=[C:14]1[C:15]1[CH:20]=[CH:19][CH:18]=[C:17]([O:21][CH2:22][CH2:31][CH2:30][N:29]2[CH2:34][CH2:33][CH2:27][CH2:26][CH2:25]2)[CH:16]=1)[CH3:12]. Given the reactants [C:1]([OH:10])(=O)[C:2]1[C:3](=[CH:5][CH:6]=[CH:7][CH:8]=1)[NH2:4].[CH2:11]([NH2:13])[CH3:12].[CH:14](=O)[C:15]1[CH:20]=[CH:19][CH:18]=[C:17]([O:21][CH3:22])[CH:16]=1.Cl[CH2:25][CH2:26][CH2:27]Br.[NH:29]1[CH2:34][CH2:33]C[CH2:31][CH2:30]1, predict the reaction product. (8) Given the reactants [CH3:1][C:2]1[CH:7]=[CH:6][N:5]=[CH:4][C:3]=1[N:8]1[CH2:12][CH2:11][NH:10][C:9]1=[O:13].Br[C:15]1[S:16][C:17]([C:20]([F:23])([F:22])[F:21])=[CH:18][CH:19]=1.N[C@@H]1CCCC[C@H]1N.P([O-])([O-])([O-])=O.[K+].[K+].[K+], predict the reaction product. The product is: [CH3:1][C:2]1[CH:7]=[CH:6][N:5]=[CH:4][C:3]=1[N:8]1[CH2:12][CH2:11][N:10]([C:15]2[S:16][C:17]([C:20]([F:23])([F:22])[F:21])=[CH:18][CH:19]=2)[C:9]1=[O:13].